From a dataset of Forward reaction prediction with 1.9M reactions from USPTO patents (1976-2016). Predict the product of the given reaction. (1) Given the reactants C[O:2][C:3](=O)[C:4]1[CH:9]=[CH:8][C:7]([N:10]2[CH:14]=[C:13]([C:15]3[C:16]([C:24]4[CH:29]=[CH:28][CH:27]=[CH:26][CH:25]=4)=[N:17][O:18][C:19]=3[C:20]([F:23])([F:22])[F:21])[N:12]=[CH:11]2)=[N:6][CH:5]=1.[CH:31]1([NH2:34])[CH2:33][CH2:32]1, predict the reaction product. The product is: [CH:31]1([NH:34][C:3](=[O:2])[C:4]2[CH:9]=[CH:8][C:7]([N:10]3[CH:14]=[C:13]([C:15]4[C:16]([C:24]5[CH:29]=[CH:28][CH:27]=[CH:26][CH:25]=5)=[N:17][O:18][C:19]=4[C:20]([F:23])([F:22])[F:21])[N:12]=[CH:11]3)=[N:6][CH:5]=2)[CH2:33][CH2:32]1. (2) Given the reactants [C:1]([O:5][C:6]([N:8]1[CH2:13][CH2:12][N:11]2[N:14]=[C:15]([C:17]([F:20])([F:19])[F:18])[N:16]=[C:10]2[CH2:9]1)=[O:7])([CH3:4])([CH3:3])[CH3:2].Cl[CH2:22][O:23][CH2:24][C:25]1[CH:30]=[CH:29][CH:28]=[CH:27][CH:26]=1, predict the reaction product. The product is: [C:1]([O:5][C:6]([N:8]1[CH2:13][CH2:12][N:11]2[N:14]=[C:15]([C:17]([F:18])([F:19])[F:20])[N:16]=[C:10]2[CH:9]1[CH2:22][O:23][CH2:24][C:25]1[CH:30]=[CH:29][CH:28]=[CH:27][CH:26]=1)=[O:7])([CH3:4])([CH3:2])[CH3:3]. (3) The product is: [F:17][C:18]([F:31])([F:30])[S:19]([O:8][C:5]1[CH:6]=[CH:7][N:2]=[C:3]2[NH:16][C:10]3[C:9]([C:4]=12)=[CH:14][C:13]([O:15][S:19]([C:18]([F:17])([F:30])[F:31])(=[O:20])=[O:21])=[N:12][CH:11]=3)(=[O:20])=[O:32]. Given the reactants Cl.[N:2]1[CH:7]=[CH:6][C:5]([OH:8])=[C:4]2[C:9]3[C:10]([NH:16][C:3]=12)=[CH:11][N:12]=[C:13]([OH:15])[CH:14]=3.[F:17][C:18]([F:31])([F:30])[S:19](O[S:19]([C:18]([F:31])([F:30])[F:17])(=[O:21])=[O:20])(=[O:21])=[O:20].[OH2:32].[Cl-].[Na+], predict the reaction product. (4) The product is: [CH3:1][O:2][C:3](=[O:39])[N:4]([CH2:27][C:28]1[CH:33]=[C:32]([C:34]([F:37])([F:36])[F:35])[CH:31]=[C:30]([C:40]#[N:41])[CH:29]=1)[CH2:5][C:6]1[CH:11]=[C:10]([C:12]([F:15])([F:14])[F:13])[CH:9]=[CH:8][C:7]=1[C:16]1[CH:21]=[C:20]([CH:22]([CH3:24])[CH3:23])[CH:19]=[CH:18][C:17]=1[O:25][CH3:26]. Given the reactants [CH3:1][O:2][C:3](=[O:39])[N:4]([CH2:27][C:28]1[CH:33]=[C:32]([C:34]([F:37])([F:36])[F:35])[CH:31]=[C:30](I)[CH:29]=1)[CH2:5][C:6]1[CH:11]=[C:10]([C:12]([F:15])([F:14])[F:13])[CH:9]=[CH:8][C:7]=1[C:16]1[CH:21]=[C:20]([CH:22]([CH3:24])[CH3:23])[CH:19]=[CH:18][C:17]=1[O:25][CH3:26].[C:40]([Cu])#[N:41].N, predict the reaction product. (5) Given the reactants [Cl:1][C:2]1[CH:3]=[CH:4][C:5]([CH2:9][OH:10])=[C:6]([OH:8])[CH:7]=1.Br[CH:12]([CH:14]1[CH2:16][CH2:15]1)O.C([O-])([O-])=O.[K+].[K+], predict the reaction product. The product is: [Cl:1][C:2]1[CH:3]=[CH:4][C:5]([CH2:9][OH:10])=[C:6]([O:8][CH2:12][CH:14]2[CH2:16][CH2:15]2)[CH:7]=1. (6) Given the reactants [OH:1][C:2]1[CH:10]=[C:9]([O:11][CH3:12])[CH:8]=[CH:7][C:3]=1[C:4]([OH:6])=O.[F:13][C:14]1[CH:15]=[N:16][C:17]([O:29][C:30]2[CH:35]=[CH:34][CH:33]=[C:32]([S:36][CH3:37])[CH:31]=2)=[C:18]([CH:28]=1)[C:19]([NH:21][CH:22]1[CH2:27][CH2:26][NH:25][CH2:24][CH2:23]1)=[O:20].ON1C2C=CC=CC=2N=N1.CN1CCOCC1.Cl.CN(C)CCCN=C=NCC, predict the reaction product. The product is: [F:13][C:14]1[CH:15]=[N:16][C:17]([O:29][C:30]2[CH:35]=[CH:34][CH:33]=[C:32]([S:36][CH3:37])[CH:31]=2)=[C:18]([CH:28]=1)[C:19]([NH:21][CH:22]1[CH2:23][CH2:24][N:25]([C:4](=[O:6])[C:3]2[CH:7]=[CH:8][C:9]([O:11][CH3:12])=[CH:10][C:2]=2[OH:1])[CH2:26][CH2:27]1)=[O:20]. (7) Given the reactants [CH3:1][O:2][C:3]1[CH:4]=[C:5]([C:11]([C:13]2[S:21][C:16]3=[N:17][N:18]=[C:19]([SH:20])[N:15]3[C:14]=2[C:22]2[CH:27]=[CH:26][CH:25]=[CH:24][CH:23]=2)=[O:12])[CH:6]=[CH:7][C:8]=1[O:9][CH3:10].Br[CH2:29][C:30]1[C:35]([F:36])=[CH:34][CH:33]=[CH:32][C:31]=1[Cl:37].CCN(CC)CC, predict the reaction product. The product is: [Cl:37][C:31]1[CH:32]=[CH:33][CH:34]=[C:35]([F:36])[C:30]=1[CH2:29][S:20][C:19]1[N:15]2[C:14]([C:22]3[CH:27]=[CH:26][CH:25]=[CH:24][CH:23]=3)=[C:13]([C:11]([C:5]3[CH:6]=[CH:7][C:8]([O:9][CH3:10])=[C:3]([O:2][CH3:1])[CH:4]=3)=[O:12])[S:21][C:16]2=[N:17][N:18]=1.